Dataset: Catalyst prediction with 721,799 reactions and 888 catalyst types from USPTO. Task: Predict which catalyst facilitates the given reaction. (1) Reactant: [Br:1][C:2]1[CH:8]=[CH:7][C:5]([NH2:6])=[CH:4][CH:3]=1.C(N(CC)CC)C.[C:16](OC(=O)C)(=[O:18])[CH3:17].O. Product: [Br:1][C:2]1[CH:8]=[CH:7][C:5]([NH:6][C:16](=[O:18])[CH3:17])=[CH:4][CH:3]=1. The catalyst class is: 4. (2) Reactant: [CH3:1][C:2]1[NH:3][C:4](=[O:26])[C:5]([CH2:11][C:12]2[CH:17]=[CH:16][C:15]([C:18]3[C:19]([C:24]#[N:25])=[CH:20][CH:21]=[CH:22][CH:23]=3)=[CH:14][CH:13]=2)=[C:6]([CH2:8][CH2:9][CH3:10])[N:7]=1.[Cl:27][C:28]1[CH:29]=[C:30](B(O)O)[CH:31]=[CH:32][C:33]=1[O:34][CH:35]([CH3:37])[CH3:36].C(N(CC)CC)C.N1C=CC=CC=1. Product: [Cl:27][C:28]1[CH:29]=[C:30]([N:3]2[C:4](=[O:26])[C:5]([CH2:11][C:12]3[CH:17]=[CH:16][C:15]([C:18]4[C:19]([C:24]#[N:25])=[CH:20][CH:21]=[CH:22][CH:23]=4)=[CH:14][CH:13]=3)=[C:6]([CH2:8][CH2:9][CH3:10])[N:7]=[C:2]2[CH3:1])[CH:31]=[CH:32][C:33]=1[O:34][CH:35]([CH3:37])[CH3:36]. The catalyst class is: 297. (3) Reactant: F[C:2]1[CH:9]=[C:8]([N+:10]([O-:12])=[O:11])[CH:7]=[CH:6][C:3]=1[C:4]#[N:5].[CH2:13]([NH:15][CH2:16][CH2:17][NH2:18])C.C(=O)([O-])[O-].[K+].[K+]. Product: [CH3:13][NH:15][CH2:16][CH2:17][NH:18][C:2]1[CH:9]=[C:8]([N+:10]([O-:12])=[O:11])[CH:7]=[CH:6][C:3]=1[C:4]#[N:5]. The catalyst class is: 47. (4) Reactant: [NH2:1][C:2]1[C:7]([NH2:8])=[CH:6][CH:5]=[CH:4][N:3]=1.[Cl:9][CH:10]([CH3:13])[C:11]#N.C. Product: [Cl:9][CH:10]([C:13]1[NH:1][C:2]2=[N:3][CH:4]=[CH:5][CH:6]=[C:7]2[N:8]=1)[CH3:11]. The catalyst class is: 6. (5) Reactant: [Cl:1][C:2]1[CH:19]=[CH:18][C:5]([C:6]([N:8]([C:10]2[CH:15]=[CH:14][CH:13]=[CH:12][C:11]=2[O:16][CH3:17])[CH3:9])=[O:7])=[CH:4][C:3]=1B1OC(C)(C)C(C)(C)O1.Br[C:30]1[CH:31]=[CH:32][C:33]([Cl:36])=[N:34][CH:35]=1.C([O-])([O-])=O.[K+].[K+]. Product: [Cl:1][C:2]1[CH:19]=[CH:18][C:5]([C:6]([N:8]([C:10]2[CH:15]=[CH:14][CH:13]=[CH:12][C:11]=2[O:16][CH3:17])[CH3:9])=[O:7])=[CH:4][C:3]=1[C:30]1[CH:35]=[N:34][C:33]([Cl:36])=[CH:32][CH:31]=1. The catalyst class is: 77. (6) Reactant: [H-].[Al+3].[Li+].[H-].[H-].[H-].[Br:7][C:8]1[CH:13]=[CH:12][C:11]([NH:14][CH:15]([C:18]2[CH:23]=[CH:22][C:21]([Cl:24])=[CH:20][CH:19]=2)[C:16]#[N:17])=[CH:10][CH:9]=1.Cl. Product: [Br:7][C:8]1[CH:13]=[CH:12][C:11]([NH:14][CH:15]([C:18]2[CH:19]=[CH:20][C:21]([Cl:24])=[CH:22][CH:23]=2)[CH2:16][NH2:17])=[CH:10][CH:9]=1. The catalyst class is: 1. (7) Reactant: Cl.[NH2:2][CH2:3][C:4]([NH:6][CH:7]([C:14]1[CH:19]=[CH:18][C:17]([Cl:20])=[CH:16][CH:15]=1)[C:8]1[CH:13]=[CH:12][CH:11]=[CH:10][CH:9]=1)=[O:5].[C:21]1([CH2:27][CH2:28][CH2:29][C:30](O)=[O:31])[CH:26]=[CH:25][CH:24]=[CH:23][CH:22]=1.CCN(C(C)C)C(C)C.CN(C(ON1N=NC2C=CC=CC1=2)=[N+](C)C)C.[B-](F)(F)(F)F. Product: [Cl:20][C:17]1[CH:18]=[CH:19][C:14]([CH:7]([NH:6][C:4]([CH2:3][NH:2][C:30](=[O:31])[CH2:29][CH2:28][CH2:27][C:21]2[CH:26]=[CH:25][CH:24]=[CH:23][CH:22]=2)=[O:5])[C:8]2[CH:13]=[CH:12][CH:11]=[CH:10][CH:9]=2)=[CH:15][CH:16]=1. The catalyst class is: 10. (8) Reactant: CC1(C)C(C)(C)OB([C:9]2[CH:17]=[CH:16][CH:15]=[C:14]3[C:10]=2[CH:11]=[CH:12][NH:13]3)O1.Br[C:20]1[CH:21]=[C:22]([NH2:30])[C:23]2[C:24]([F:29])=[N:25][NH:26][C:27]=2[CH:28]=1.O.C(=O)([O-])[O-].[Na+].[Na+]. Product: [F:29][C:24]1[C:23]2[C:22]([NH2:30])=[CH:21][C:20]([C:9]3[CH:17]=[CH:16][CH:15]=[C:14]4[C:10]=3[CH:11]=[CH:12][NH:13]4)=[CH:28][C:27]=2[NH:26][N:25]=1. The catalyst class is: 75. (9) Reactant: [NH2:1][C:2]1[C:3]([C:7]([NH:9][C:10]2[CH:15]=[CH:14][CH:13]=[C:12]([Cl:16])[N:11]=2)=O)=[N:4][O:5][N:6]=1.P(Cl)(Cl)(Cl)(Cl)[Cl:18]. Product: [NH2:1][C:2]1[C:3]([C:7]([Cl:18])=[N:9][C:10]2[CH:15]=[CH:14][CH:13]=[C:12]([Cl:16])[N:11]=2)=[N:4][O:5][N:6]=1. The catalyst class is: 48.